The task is: Regression. Given two drug SMILES strings and cell line genomic features, predict the synergy score measuring deviation from expected non-interaction effect.. This data is from NCI-60 drug combinations with 297,098 pairs across 59 cell lines. Drug 1: CC1=CC2C(CCC3(C2CCC3(C(=O)C)OC(=O)C)C)C4(C1=CC(=O)CC4)C. Drug 2: CC(C)(C#N)C1=CC(=CC(=C1)CN2C=NC=N2)C(C)(C)C#N. Cell line: COLO 205. Synergy scores: CSS=-0.261, Synergy_ZIP=2.08, Synergy_Bliss=1.52, Synergy_Loewe=0.473, Synergy_HSA=-0.662.